This data is from NCI-60 drug combinations with 297,098 pairs across 59 cell lines. The task is: Regression. Given two drug SMILES strings and cell line genomic features, predict the synergy score measuring deviation from expected non-interaction effect. (1) Drug 1: C1=NC2=C(N1)C(=S)N=CN2. Drug 2: C1CNP(=O)(OC1)N(CCCl)CCCl. Cell line: BT-549. Synergy scores: CSS=16.0, Synergy_ZIP=-8.25, Synergy_Bliss=-0.196, Synergy_Loewe=-27.9, Synergy_HSA=-0.990. (2) Drug 1: COC1=NC(=NC2=C1N=CN2C3C(C(C(O3)CO)O)O)N. Drug 2: C1=NC(=NC(=O)N1C2C(C(C(O2)CO)O)O)N. Cell line: U251. Synergy scores: CSS=34.9, Synergy_ZIP=-3.52, Synergy_Bliss=1.07, Synergy_Loewe=-19.5, Synergy_HSA=1.22. (3) Drug 1: COC1=NC(=NC2=C1N=CN2C3C(C(C(O3)CO)O)O)N. Drug 2: CCC1=C2CN3C(=CC4=C(C3=O)COC(=O)C4(CC)O)C2=NC5=C1C=C(C=C5)O. Synergy scores: CSS=9.75, Synergy_ZIP=-0.623, Synergy_Bliss=-0.490, Synergy_Loewe=-20.5, Synergy_HSA=-3.78. Cell line: MDA-MB-231. (4) Drug 1: CC12CCC(CC1=CCC3C2CCC4(C3CC=C4C5=CN=CC=C5)C)O. Drug 2: CC1=C(C=C(C=C1)NC2=NC=CC(=N2)N(C)C3=CC4=NN(C(=C4C=C3)C)C)S(=O)(=O)N.Cl. Cell line: DU-145. Synergy scores: CSS=8.04, Synergy_ZIP=0.944, Synergy_Bliss=10.5, Synergy_Loewe=7.46, Synergy_HSA=8.33. (5) Drug 1: CC1=C(C=C(C=C1)C(=O)NC2=CC(=CC(=C2)C(F)(F)F)N3C=C(N=C3)C)NC4=NC=CC(=N4)C5=CN=CC=C5. Drug 2: C1CC(=O)NC(=O)C1N2C(=O)C3=CC=CC=C3C2=O. Cell line: DU-145. Synergy scores: CSS=-1.34, Synergy_ZIP=-0.929, Synergy_Bliss=-4.19, Synergy_Loewe=-5.39, Synergy_HSA=-4.24. (6) Drug 1: CC=C1C(=O)NC(C(=O)OC2CC(=O)NC(C(=O)NC(CSSCCC=C2)C(=O)N1)C(C)C)C(C)C. Drug 2: CC1C(C(CC(O1)OC2CC(CC3=C2C(=C4C(=C3O)C(=O)C5=CC=CC=C5C4=O)O)(C(=O)C)O)N)O. Cell line: ACHN. Synergy scores: CSS=57.4, Synergy_ZIP=-7.52, Synergy_Bliss=-11.0, Synergy_Loewe=-8.79, Synergy_HSA=-6.94. (7) Drug 1: CC1=C(C=C(C=C1)NC2=NC=CC(=N2)N(C)C3=CC4=NN(C(=C4C=C3)C)C)S(=O)(=O)N.Cl. Drug 2: C1CN(P(=O)(OC1)NCCCl)CCCl. Cell line: NCI-H322M. Synergy scores: CSS=6.14, Synergy_ZIP=3.74, Synergy_Bliss=7.80, Synergy_Loewe=6.25, Synergy_HSA=5.84.